The task is: Predict the product of the given reaction.. This data is from Forward reaction prediction with 1.9M reactions from USPTO patents (1976-2016). (1) Given the reactants [H-].[Na+].[Br:3][C:4]1C(N)=[CH:8][C:7]([C:11]2[CH:16]=[CH:15][C:14]([Cl:17])=[CH:13][CH:12]=2)=[CH:6][N:5]=1.CI.[CH3:20][N:21]([CH:23]=O)[CH3:22], predict the reaction product. The product is: [Br:3][C:4]1[C:23]([N:21]([CH3:22])[CH3:20])=[CH:8][C:7]([C:11]2[CH:12]=[CH:13][C:14]([Cl:17])=[CH:15][CH:16]=2)=[CH:6][N:5]=1. (2) The product is: [Cl:1][C:2]1[CH:7]=[CH:6][CH:5]=[CH:4][C:3]=1[C:8]1[CH:13]=[CH:12][CH:11]=[C:10]([NH:14][C:15]([C@@H:17]2[CH2:21][C@@H:20]3[C@@H:19]([CH2:47]3)[N:18]2[C:23](=[O:45])[CH2:24][N:25]2[C:33]3[C:28](=[CH:29][C:30]([C:34]#[C:35][C:36]4[N:37]=[CH:38][CH:39]=[CH:40][N:41]=4)=[CH:31][CH:32]=3)[C:27]([C:42]([NH2:44])=[O:43])=[N:26]2)=[O:16])[C:9]=1[F:46]. Given the reactants [Cl:1][C:2]1[CH:7]=[CH:6][CH:5]=[CH:4][C:3]=1[C:8]1[CH:13]=[CH:12][CH:11]=[C:10]([NH:14][C:15]([C@@H:17]2[CH2:21][C@@H:20](F)[CH2:19][N:18]2[C:23](=[O:45])[CH2:24][N:25]2[C:33]3[C:28](=[CH:29][C:30]([C:34]#[C:35][C:36]4[N:41]=[CH:40][CH:39]=[CH:38][N:37]=4)=[CH:31][CH:32]=3)[C:27]([C:42]([NH2:44])=[O:43])=[N:26]2)=[O:16])[C:9]=1[F:46].[CH3:47]N(C(ON1N=NC2C=CC=NC1=2)=[N+](C)C)C.F[P-](F)(F)(F)(F)F.CCN(C(C)C)C(C)C, predict the reaction product. (3) Given the reactants C([O:8][C:9]1[CH:14]=[CH:13][C:12]([C:15]2[S:16][C:17]([C:21]([O:23][CH2:24][CH3:25])=[O:22])=[C:18]([CH3:20])[N:19]=2)=[CH:11][C:10]=1[C:26]#[N:27])C1C=CC=CC=1, predict the reaction product. The product is: [C:26]([C:10]1[CH:11]=[C:12]([C:15]2[S:16][C:17]([C:21]([O:23][CH2:24][CH3:25])=[O:22])=[C:18]([CH3:20])[N:19]=2)[CH:13]=[CH:14][C:9]=1[OH:8])#[N:27]. (4) Given the reactants Cl[C:2]1[C:11]2[C:6](=[CH:7][C:8]([O:14][CH3:15])=[C:9]([O:12][CH3:13])[CH:10]=2)[N:5]=[CH:4][CH:3]=1.[Cl:16][C:17]1[CH:38]=[C:37]([F:39])[C:20]([CH2:21][N:22]2[C:27](=[O:28])[C:26]([C:29]3[CH:34]=[CH:33][C:32]([OH:35])=[C:31]([F:36])[CH:30]=3)=[CH:25][N:24]=[CH:23]2)=[C:19]([F:40])[CH:18]=1, predict the reaction product. The product is: [Cl:16][C:17]1[CH:18]=[C:19]([F:40])[C:20]([CH2:21][N:22]2[C:27](=[O:28])[C:26]([C:29]3[CH:34]=[CH:33][C:32]([O:35][C:2]4[C:11]5[C:6](=[CH:7][C:8]([O:14][CH3:15])=[C:9]([O:12][CH3:13])[CH:10]=5)[N:5]=[CH:4][CH:3]=4)=[C:31]([F:36])[CH:30]=3)=[CH:25][N:24]=[CH:23]2)=[C:37]([F:39])[CH:38]=1. (5) Given the reactants [NH2:1][C:2]1[C:3]([CH3:8])=[CH:4][CH:5]=[CH:6][CH:7]=1.Br[CH2:10][C:11]([O:13][CH3:14])=[O:12].C(=O)([O-])[O-].[K+].[K+].O, predict the reaction product. The product is: [C:3]1([CH3:8])[C:2]([NH:1][CH2:10][C:11]([O:13][CH3:14])=[O:12])=[CH:7][CH:6]=[CH:5][CH:4]=1.